Dataset: Full USPTO retrosynthesis dataset with 1.9M reactions from patents (1976-2016). Task: Predict the reactants needed to synthesize the given product. (1) Given the product [CH3:1][C:2]1[CH:3]=[CH:4][C:5]([C:19]([NH:21][C:22]2[CH:23]=[CH:24][C:25]([CH2:32][N:33]3[CH2:34][CH2:35][N:36]([CH3:39])[CH2:37][CH2:38]3)=[C:26]([C:28]([F:30])([F:31])[F:29])[CH:27]=2)=[O:20])=[CH:6][C:7]=1[C:8]#[C:9][C:10]1[N:14]2[N:15]=[CH:16][CH:17]=[CH:18][C:13]2=[N:12][CH:11]=1.[ClH:40], predict the reactants needed to synthesize it. The reactants are: [CH3:1][C:2]1[CH:3]=[CH:4][C:5]([C:19]([NH:21][C:22]2[CH:23]=[CH:24][C:25]([CH2:32][N:33]3[CH2:38][CH2:37][N:36]([CH3:39])[CH2:35][CH2:34]3)=[C:26]([C:28]([F:31])([F:30])[F:29])[CH:27]=2)=[O:20])=[CH:6][C:7]=1[C:8]#[C:9][C:10]1[N:14]2[N:15]=[CH:16][CH:17]=[CH:18][C:13]2=[N:12][CH:11]=1.[ClH:40]. (2) Given the product [Br:1][C:2]1[C:3]([F:13])=[CH:4][C:5]([F:12])=[C:6]([S:8]([NH:17][CH2:16][CH2:14][OH:15])(=[O:10])=[O:9])[CH:7]=1, predict the reactants needed to synthesize it. The reactants are: [Br:1][C:2]1[C:3]([F:13])=[CH:4][C:5]([F:12])=[C:6]([S:8](Cl)(=[O:10])=[O:9])[CH:7]=1.[CH2:14]([CH2:16][NH2:17])[OH:15]. (3) The reactants are: [NH2:1][C:2]1[C:7]([O:8][C:9]2[CH:14]=[CH:13][C:12]([F:15])=[CH:11][CH:10]=2)=[CH:6][C:5]([S:16][C:17]2[N:22]=[CH:21][CH:20]=[CH:19][N:18]=2)=[CH:4][N:3]=1.Cl[C:24]1[CH:31]=[CH:30][C:27]([C:28]#[N:29])=[CH:26][N:25]=1.C(=O)([O-])[O-].[Cs+].[Cs+].C1(P(C2C=CC=CC=2)C2C3OC4C(=CC=CC=4P(C4C=CC=CC=4)C4C=CC=CC=4)C(C)(C)C=3C=CC=2)C=CC=CC=1.O.[Cl-].[NH4+]. Given the product [F:15][C:12]1[CH:11]=[CH:10][C:9]([O:8][C:7]2[C:2]([NH:1][C:24]3[CH:31]=[CH:30][C:27]([C:28]#[N:29])=[CH:26][N:25]=3)=[N:3][CH:4]=[C:5]([S:16][C:17]3[N:18]=[CH:19][CH:20]=[CH:21][N:22]=3)[CH:6]=2)=[CH:14][CH:13]=1, predict the reactants needed to synthesize it. (4) The reactants are: [CH2:1]([N:3]1[CH2:12][CH2:11][C:10]2[C:5](=[C:6]([O:15][CH3:16])[CH:7]=[C:8]([O:13]C)[CH:9]=2)[CH2:4]1)[CH3:2].C(=O)([O-])O.[Na+]. Given the product [CH2:1]([N:3]1[CH2:12][CH2:11][C:10]2[C:5](=[C:6]([O:15][CH3:16])[CH:7]=[C:8]([OH:13])[CH:9]=2)[CH2:4]1)[CH3:2], predict the reactants needed to synthesize it. (5) Given the product [CH3:46][C:6]1[C:7]([O:8][CH2:9][C:10]([NH:12][C@H:13]([C@@H:21]([OH:45])[CH2:22][C@@H:23]([NH:31][C:32]([C@@H:34]([N:38]2[C:43](=[O:44])[NH:42][CH2:41][CH2:40][CH2:39]2)[CH:35]([CH3:37])[CH3:36])=[O:33])[CH2:24][C:25]2[CH:26]=[CH:27][CH:28]=[CH:29][CH:30]=2)[CH2:14][C:15]2[CH:16]=[CH:17][CH:18]=[CH:19][CH:20]=2)=[O:11])=[C:2]([CH3:1])[CH:3]=[CH:4][CH:5]=1.[CH2:2]1[CH2:7][CH2:6][CH2:5][CH2:4][CH2:3]1, predict the reactants needed to synthesize it. The reactants are: [CH3:1][C:2]1[C:7]([O:8][CH2:9][C:10]([NH:12][C@H:13]([C@@H:21]([OH:45])[CH2:22][C@@H:23]([NH:31][C:32]([C@@H:34]([N:38]2[C:43](=[O:44])[NH:42][CH2:41][CH2:40][CH2:39]2)[CH:35]([CH3:37])[CH3:36])=[O:33])[CH2:24][C:25]2[CH:26]=[CH:27][CH:28]=[CH:29][CH:30]=2)[CH2:14][C:15]2[CH:16]=[CH:17][CH:18]=[CH:19][CH:20]=2)=[O:11])=[C:6]([CH3:46])[CH:5]=[CH:4][CH:3]=1. (6) Given the product [CH3:22][N:6]1[C:5]2[N:23]=[CH:24][C:2]([B:37]3[O:38][C:39]([CH3:41])([CH3:40])[C:35]([CH3:51])([CH3:34])[O:36]3)=[CH:3][C:4]=2[C:9](=[O:10])[N:8]([CH2:11][CH2:12][CH2:13][O:14][CH:15]2[CH2:20][CH2:19][CH2:18][CH2:17][O:16]2)[C:7]1=[O:21], predict the reactants needed to synthesize it. The reactants are: Br[C:2]1[CH:24]=[N:23][C:5]2[N:6]([CH3:22])[C:7](=[O:21])[N:8]([CH2:11][CH2:12][CH2:13][O:14][CH:15]3[CH2:20][CH2:19][CH2:18][CH2:17][O:16]3)[C:9](=[O:10])[C:4]=2[C:3]=1C(C1C=CC(Cl)=CC=1)O.[CH3:34][C:35]1([CH3:51])[C:39]([CH3:41])([CH3:40])[O:38][B:37]([B:37]2[O:38][C:39]([CH3:41])([CH3:40])[C:35]([CH3:51])([CH3:34])[O:36]2)[O:36]1.CC(O[K])=O. (7) The reactants are: [CH2:1]([N:4]([CH2:22][C:23]1[CH:27]=[CH:26][N:25]([CH3:28])[N:24]=1)[C:5]1[C:9]([C:10](O)=[O:11])=[CH:8][N:7]([CH2:13][C:14]2[CH:19]=[CH:18][C:17]([O:20][CH3:21])=[CH:16][CH:15]=2)[N:6]=1)[CH:2]=[CH2:3].[C:29](Cl)(=[O:33])[C:30]([Cl:32])=[O:31].C[CH2:36][N:37](CC)CC. Given the product [Cl-:32].[CH3:28][NH2+:25][O:31][CH3:30].[CH2:1]([N:4]([CH2:22][C:23]1[CH:27]=[CH:26][N:25]([CH3:28])[N:24]=1)[C:5]1[C:9]([C:10]([N:37]([O:33][CH3:29])[CH3:36])=[O:11])=[CH:8][N:7]([CH2:13][C:14]2[CH:19]=[CH:18][C:17]([O:20][CH3:21])=[CH:16][CH:15]=2)[N:6]=1)[CH:2]=[CH2:3], predict the reactants needed to synthesize it.